From a dataset of Forward reaction prediction with 1.9M reactions from USPTO patents (1976-2016). Predict the product of the given reaction. (1) Given the reactants Cl[CH2:2][CH2:3][CH2:4][O:5][C:6]1[CH:11]=[CH:10][CH:9]=[C:8]([F:12])[CH:7]=1.[CH3:13][CH:14]([CH3:30])[C:15]([NH:17][C:18]1[CH:23]=[CH:22][CH:21]=[C:20]([CH:24]2[CH2:29][CH2:28][NH:27][CH2:26][CH2:25]2)[CH:19]=1)=[O:16], predict the reaction product. The product is: [F:12][C:8]1[CH:7]=[C:6]([CH:11]=[CH:10][CH:9]=1)[O:5][CH2:4][CH2:3][CH2:2][N:27]1[CH2:28][CH2:29][CH:24]([C:20]2[CH:19]=[C:18]([NH:17][C:15](=[O:16])[CH:14]([CH3:13])[CH3:30])[CH:23]=[CH:22][CH:21]=2)[CH2:25][CH2:26]1. (2) Given the reactants C(Cl)(=O)C(Cl)=O.[CH3:7][N:8]1[C:13](=[O:14])[C:12]2[C:15]([C:25]([OH:27])=O)=[C:16]([CH2:18][C:19]3[CH:24]=[CH:23][CH:22]=[CH:21][CH:20]=3)[S:17][C:11]=2[N:10]([CH2:28][CH:29]([CH3:31])[CH3:30])[C:9]1=[O:32].[CH3:33][N:34](C)[CH:35]=O, predict the reaction product. The product is: [CH3:7][N:8]1[C:13](=[O:14])[C:12]2[C:15]([C:25]([N:34]([CH3:35])[CH3:33])=[O:27])=[C:16]([CH2:18][C:19]3[CH:24]=[CH:23][CH:22]=[CH:21][CH:20]=3)[S:17][C:11]=2[N:10]([CH2:28][CH:29]([CH3:30])[CH3:31])[C:9]1=[O:32]. (3) Given the reactants O[C:2]1[N:7]2[N:8]=[C:9]([C:11]([O:13][CH2:14][CH3:15])=[O:12])[N:10]=[C:6]2[CH:5]=[C:4]([C:16]2[CH:21]=[CH:20][C:19]([C:22]([F:25])([F:24])[F:23])=[CH:18][CH:17]=2)[N:3]=1.P(Cl)(Cl)([Cl:28])=O, predict the reaction product. The product is: [Cl:28][C:2]1[N:7]2[N:8]=[C:9]([C:11]([O:13][CH2:14][CH3:15])=[O:12])[N:10]=[C:6]2[CH:5]=[C:4]([C:16]2[CH:21]=[CH:20][C:19]([C:22]([F:25])([F:24])[F:23])=[CH:18][CH:17]=2)[N:3]=1. (4) Given the reactants [C:1]([O:4][C:5]1[S:13][C:12]2[CH2:11][CH2:10][N:9]([CH:14]([C:22]([CH:24]3[CH2:26][CH2:25]3)=[O:23])[C:15]3[CH:20]=[CH:19][CH:18]=[CH:17][C:16]=3[F:21])[CH2:8][C:7]=2[CH:6]=1)(=[O:3])[CH3:2].[C:27]([OH:34])(=[O:33])/[CH:28]=[CH:29]\[C:30]([OH:32])=[O:31], predict the reaction product. The product is: [C:27]([OH:34])(=[O:33])/[CH:28]=[CH:29]\[C:30]([OH:32])=[O:31].[C:1]([O:4][C:5]1[S:13][C:12]2[CH2:11][CH2:10][N:9]([CH:14]([C:22]([CH:24]3[CH2:26][CH2:25]3)=[O:23])[C:15]3[CH:20]=[CH:19][CH:18]=[CH:17][C:16]=3[F:21])[CH2:8][C:7]=2[CH:6]=1)(=[O:3])[CH3:2]. (5) Given the reactants P([O-])([O-])([O-])=O.[OH:6][C:7]1[C:14]([OH:15])=[CH:13][CH:12]=[CH:11][C:8]=1[C:9]#[N:10].O.Cl.N[C@H:19]([C:22]([OH:24])=[O:23])[CH2:20][SH:21].C(=O)([O-])O.[Na+], predict the reaction product. The product is: [OH:6][C:7]1[C:14]([OH:15])=[CH:13][CH:12]=[CH:11][C:8]=1[C:9]1[S:21][CH2:20][C@@H:19]([C:22]([OH:24])=[O:23])[N:10]=1. (6) Given the reactants COC1C=CC(C[N:8]([C@@H:12]([C@H:27]([O:34][Si:35]([C:38]([CH3:41])([CH3:40])[CH3:39])([CH3:37])[CH3:36])[C:28]2[CH:33]=[CH:32][CH:31]=[CH:30][CH:29]=2)[CH2:13][CH2:14][C:15](=O)[CH2:16][C:17]2[CH:22]=[CH:21][C:20]([N+:23]([O-:25])=[O:24])=[CH:19][CH:18]=2)C(=O)[O-])=CC=1.C(O)(C(F)(F)F)=O.C([BH3-])#N.[Na+], predict the reaction product. The product is: [Si:35]([O:34][C@H:27]([C:28]1[CH:29]=[CH:30][CH:31]=[CH:32][CH:33]=1)[C@H:12]1[CH2:13][CH2:14][C@@H:15]([CH2:16][C:17]2[CH:18]=[CH:19][C:20]([N+:23]([O-:25])=[O:24])=[CH:21][CH:22]=2)[NH:8]1)([C:38]([CH3:40])([CH3:41])[CH3:39])([CH3:36])[CH3:37].[Si:35]([O:34][C@H:27]([C:28]1[CH:29]=[CH:30][CH:31]=[CH:32][CH:33]=1)[C@H:12]1[CH2:13][CH2:14][C@H:15]([CH2:16][C:17]2[CH:18]=[CH:19][C:20]([N+:23]([O-:25])=[O:24])=[CH:21][CH:22]=2)[NH:8]1)([C:38]([CH3:40])([CH3:41])[CH3:39])([CH3:36])[CH3:37].